From a dataset of Catalyst prediction with 721,799 reactions and 888 catalyst types from USPTO. Predict which catalyst facilitates the given reaction. (1) Reactant: [CH3:1][O:2][C:3]1[CH:8]=[CH:7][CH:6]=[CH:5][C:4]=1[N:9]1[CH2:13][CH:12]([C:14]2[CH:19]=[CH:18][CH:17]=[CH:16][CH:15]=2)[N:11]=[C:10]1[C:20]1[C:21]([NH2:25])=[N:22][O:23][N:24]=1.C(C1C(=O)C(Cl)=C(Cl)C(=O)C=1C#N)#N. Product: [CH3:1][O:2][C:3]1[CH:8]=[CH:7][CH:6]=[CH:5][C:4]=1[N:9]1[CH:13]=[C:12]([C:14]2[CH:19]=[CH:18][CH:17]=[CH:16][CH:15]=2)[N:11]=[C:10]1[C:20]1[C:21]([NH2:25])=[N:22][O:23][N:24]=1. The catalyst class is: 1. (2) Reactant: [F:1][C:2]1[CH:7]=[CH:6][C:5]([CH:8]([CH2:11][CH2:12][CH2:13][CH2:14][CH3:15])[C:9]#[N:10])=[CH:4][CH:3]=1.[H-].[Na+].[CH2:18]=[O:19]. Product: [OH:19][CH2:18][C:8]([C:5]1[CH:4]=[CH:3][C:2]([F:1])=[CH:7][CH:6]=1)([CH2:11][CH2:12][CH2:13][CH2:14][CH3:15])[C:9]#[N:10]. The catalyst class is: 3. (3) Reactant: [OH:1][CH2:2][C@@H:3]1[CH2:7][C@@H:6]([C:8]2[C:12]3[N:13]=[CH:14][N:15]=[C:16]([NH:17][C@@H:18]4[C:26]5[C:21](=[CH:22][CH:23]=[CH:24][CH:25]=5)[CH2:20][CH2:19]4)[C:11]=3[S:10][CH:9]=2)[CH2:5][C@@H:4]1[O:27][C:28](=[O:38])[C:29]1[CH:34]=[CH:33][C:32]([N+:35]([O-:37])=[O:36])=[CH:31][CH:30]=1.CCN(C(C)C)C(C)C.[NH2:48][S:49](Cl)(=[O:51])=[O:50]. Product: [C@@H:18]1([NH:17][C:16]2[C:11]3[S:10][CH:9]=[C:8]([C@H:6]4[CH2:5][C@H:4]([O:27][C:28](=[O:38])[C:29]5[CH:34]=[CH:33][C:32]([N+:35]([O-:37])=[O:36])=[CH:31][CH:30]=5)[C@H:3]([CH2:2][O:1][S:49](=[O:51])(=[O:50])[NH2:48])[CH2:7]4)[C:12]=3[N:13]=[CH:14][N:15]=2)[C:26]2[C:21](=[CH:22][CH:23]=[CH:24][CH:25]=2)[CH2:20][CH2:19]1. The catalyst class is: 3. (4) Reactant: C(OC([NH:8][C:9]1[C:17]([C:18]2[CH:23]=[CH:22][CH:21]=[C:20]([N+:24]([O-:26])=[O:25])[CH:19]=2)=[N:16][CH:15]=[CH:14][C:10]=1[C:11]([OH:13])=[O:12])=O)(C)(C)C.C(O)(C(F)(F)F)=O. Product: [NH2:8][C:9]1[C:17]([C:18]2[CH:23]=[CH:22][CH:21]=[C:20]([N+:24]([O-:26])=[O:25])[CH:19]=2)=[N:16][CH:15]=[CH:14][C:10]=1[C:11]([OH:13])=[O:12]. The catalyst class is: 2. (5) Reactant: [CH:1]1([NH2:4])[CH2:3][CH2:2]1.[CH2:5]([O:7][C:8]1[CH:9]=[CH:10][C:11]2[N:12]([CH:14]=[C:15]([C:17]3[CH:18]=[CH:19][C:20]([C:27]([F:30])([F:29])[F:28])=[C:21]([S:23](Cl)(=[O:25])=[O:24])[CH:22]=3)[N:16]=2)[N:13]=1)[CH3:6]. Product: [CH:1]1([NH:4][S:23]([C:21]2[CH:22]=[C:17]([C:15]3[N:16]=[C:11]4[CH:10]=[CH:9][C:8]([O:7][CH2:5][CH3:6])=[N:13][N:12]4[CH:14]=3)[CH:18]=[CH:19][C:20]=2[C:27]([F:30])([F:28])[F:29])(=[O:24])=[O:25])[CH2:3][CH2:2]1. The catalyst class is: 10.